From a dataset of Full USPTO retrosynthesis dataset with 1.9M reactions from patents (1976-2016). Predict the reactants needed to synthesize the given product. (1) Given the product [O:14]=[C:8]1[C:7]2[CH:6]=[C:5]3[O:1][CH2:2][O:3][C:4]3=[CH:12][C:11]=2[C:10](=[O:13])[N:9]1[CH2:28][CH2:29][CH:30]1[CH2:31][CH2:32][N:33]([C:36]([O:38][C:39]([CH3:40])([CH3:42])[CH3:41])=[O:37])[CH2:34][CH2:35]1, predict the reactants needed to synthesize it. The reactants are: [O:1]1[C:5]2=[CH:6][C:7]3[C:8](=[O:14])[NH:9][C:10](=[O:13])[C:11]=3[CH:12]=[C:4]2[O:3][CH2:2]1.[OH-].[K+].S(O[CH2:28][CH2:29][CH:30]1[CH2:35][CH2:34][N:33]([C:36]([O:38][C:39]([CH3:42])([CH3:41])[CH3:40])=[O:37])[CH2:32][CH2:31]1)(C1C=CC(C)=CC=1)(=O)=O.C(OCC)(=O)C. (2) Given the product [N+:1]([C:4]1[CH:9]=[C:8]([C:10]2[CH:15]=[CH:14][CH:13]=[C:12]([NH:16][C:17](=[O:22])[C:18]([F:19])([F:20])[F:21])[CH:11]=2)[CH:7]=[CH:6][C:5]=1[CH2:23][C:24]([OH:26])=[O:25])([O-:3])=[O:2], predict the reactants needed to synthesize it. The reactants are: [N+:1]([C:4]1[CH:9]=[C:8]([C:10]2[CH:15]=[CH:14][CH:13]=[C:12]([NH:16][C:17](=[O:22])[C:18]([F:21])([F:20])[F:19])[CH:11]=2)[CH:7]=[CH:6][C:5]=1[CH:23](C(OC)=O)[C:24]([O:26]C)=[O:25])([O-:3])=[O:2]. (3) Given the product [CH:4]1([NH:10][C:11]2[CH:20]=[C:19]3[C:14]([C:15](=[O:34])[N:16]([CH2:27]/[CH:28]=[CH:29]/[C:30]4[O:31][C:36](=[S:37])[NH:33][N:32]=4)[C:17](=[O:26])[N:18]3[CH:21]3[CH2:25][CH2:24][CH2:23][CH2:22]3)=[CH:13][C:12]=2[F:35])[CH2:9][CH2:8][CH2:7][CH2:6][CH2:5]1, predict the reactants needed to synthesize it. The reactants are: C(O)C.[CH:4]1([NH:10][C:11]2[CH:20]=[C:19]3[C:14]([C:15](=[O:34])[N:16]([CH2:27]/[CH:28]=[CH:29]/[C:30]([NH:32][NH2:33])=[O:31])[C:17](=[O:26])[N:18]3[CH:21]3[CH2:25][CH2:24][CH2:23][CH2:22]3)=[CH:13][C:12]=2[F:35])[CH2:9][CH2:8][CH2:7][CH2:6][CH2:5]1.[C:36](=S)=[S:37].[OH-].[K+]. (4) Given the product [C:6]([O:37][C:35](=[O:38])[NH:1][CH2:2][CH2:3][N:4]1[C:13]([C:14]#[N:15])=[C:12]([C:16]2[CH:21]=[CH:20][CH:19]=[CH:18][CH:17]=2)[C:11]2[C:6](=[CH:7][CH:8]=[C:9]([O:22][CH3:23])[CH:10]=2)[C:5]1=[O:24])([CH3:11])([CH3:7])[CH3:5], predict the reactants needed to synthesize it. The reactants are: [NH2:1][CH:2](C1C2CCCCC=2C=CC=1)[CH2:3][N:4]1[C:13]([C:14]#[N:15])=[C:12]([C:16]2[CH:21]=[CH:20][CH:19]=[CH:18][CH:17]=2)[C:11]2[C:6](=[CH:7][CH:8]=[C:9]([O:22][CH3:23])[CH:10]=2)[C:5]1=[O:24].[C:35](=[O:38])([O-:37])N. (5) Given the product [Br:25][CH:18]1[C:17](=[O:24])[C:16]2[N:15]=[C:14]([C:4]3[CH:5]=[CH:6][C:7]([N:8]4[CH2:13][CH2:12][O:11][CH2:10][CH2:9]4)=[C:2]([Cl:1])[CH:3]=3)[N:23]=[CH:22][C:21]=2[CH2:20][CH2:19]1, predict the reactants needed to synthesize it. The reactants are: [Cl:1][C:2]1[CH:3]=[C:4]([C:14]2[N:23]=[CH:22][C:21]3[CH2:20][CH2:19][CH2:18][C:17](=[O:24])[C:16]=3[N:15]=2)[CH:5]=[CH:6][C:7]=1[N:8]1[CH2:13][CH2:12][O:11][CH2:10][CH2:9]1.[Br:25]Br.C([O-])(O)=O.[Na+]. (6) Given the product [Br:1][C:2]1[CH:3]=[C:4]2[C:9](=[CH:10][CH:11]=1)[CH:8]([O:12][C:13]1[CH:18]=[CH:17][CH:16]=[CH:15][CH:14]=1)[CH2:7][CH2:6][CH2:5]2, predict the reactants needed to synthesize it. The reactants are: [Br:1][C:2]1[CH:3]=[C:4]2[C:9](=[CH:10][CH:11]=1)[CH:8]([OH:12])[CH2:7][CH2:6][CH2:5]2.[C:13]1(O)[CH:18]=[CH:17][CH:16]=[CH:15][CH:14]=1.C1(P(C2C=CC=CC=2)C2C=CC=CC=2)C=CC=CC=1.N(C(OC(C)C)=O)=NC(OC(C)C)=O.